Dataset: Forward reaction prediction with 1.9M reactions from USPTO patents (1976-2016). Task: Predict the product of the given reaction. (1) Given the reactants [Cl:1][C:2]1[CH:11]=[CH:10][C:5]([C:6]([O:8]C)=[O:7])=[C:4]([N:12]([CH3:14])[CH3:13])[CH:3]=1.[OH-].[Na+].Cl, predict the reaction product. The product is: [Cl:1][C:2]1[CH:11]=[CH:10][C:5]([C:6]([OH:8])=[O:7])=[C:4]([N:12]([CH3:14])[CH3:13])[CH:3]=1. (2) Given the reactants [F:1][C:2]1[CH:7]=[CH:6][CH:5]=[CH:4][C:3]=1[NH:8][N:9]=[C:10]([C:15](=[O:19])[CH2:16][O:17][CH3:18])[C:11]([O:13][CH3:14])=[O:12].[CH3:20]OC(OC)N(C)C, predict the reaction product. The product is: [F:1][C:2]1[CH:7]=[CH:6][CH:5]=[CH:4][C:3]=1[N:8]1[CH:20]=[C:16]([O:17][CH3:18])[C:15](=[O:19])[C:10]([C:11]([O:13][CH3:14])=[O:12])=[N:9]1.